This data is from Forward reaction prediction with 1.9M reactions from USPTO patents (1976-2016). The task is: Predict the product of the given reaction. The product is: [CH3:14][O:12][C:11]([C:3]1[C:2]([Br:1])=[CH:7][N:6]=[C:5]([CH2:8][O:9][CH3:10])[N:4]=1)=[O:13]. Given the reactants [Br:1][C:2]1[C:3]([C:11]([OH:13])=[O:12])=[N:4][C:5]([CH2:8][O:9][CH3:10])=[N:6][CH:7]=1.[C:14]([O-])([O-])=O.[Cs+].[Cs+].CI, predict the reaction product.